From a dataset of Full USPTO retrosynthesis dataset with 1.9M reactions from patents (1976-2016). Predict the reactants needed to synthesize the given product. (1) Given the product [Cl:49][C:27]1[C:26]([NH:25][C:2]2[N:7]=[C:6]([NH:8][CH2:18][CH3:19])[C:5]3=[N:20][CH:21]=[C:22]([C:23]#[N:24])[N:4]3[N:3]=2)=[CH:31][C:30]([C:32]#[N:33])=[CH:29][C:28]=1[N:34]1[CH2:39][CH2:38][C@@H:37]([NH:40][C:41](=[O:47])[O:42][C:43]([CH3:44])([CH3:45])[CH3:46])[C@H:36]([OH:48])[CH2:35]1, predict the reactants needed to synthesize it. The reactants are: Cl[C:2]1[N:7]=[C:6]([N:8]([CH2:18][CH3:19])CC2C=CC(OC)=CC=2)[C:5]2=[N:20][CH:21]=[C:22]([C:23]#[N:24])[N:4]2[N:3]=1.[NH2:25][C:26]1[C:27]([Cl:49])=[C:28]([N:34]2[CH2:39][CH2:38][C@@H:37]([NH:40][C:41](=[O:47])[O:42][C:43]([CH3:46])([CH3:45])[CH3:44])[C@H:36]([OH:48])[CH2:35]2)[CH:29]=[C:30]([C:32]#[N:33])[CH:31]=1.C([O-])([O-])=O.[Cs+].[Cs+].CC1(C)C2C(=C(P(C3C=CC=CC=3)C3C=CC=CC=3)C=CC=2)OC2C(P(C3C=CC=CC=3)C3C=CC=CC=3)=CC=CC1=2. (2) The reactants are: Br[C:2]1[C:10]2[O:9][CH2:8][C@@H:7]([N:11]([C:26](=[O:31])[C:27]([F:30])([F:29])[F:28])[C:12]3[CH:25]=[CH:24][C:15]4[C@H:16]([CH2:19][C:20]([O:22][CH3:23])=[O:21])[CH2:17][O:18][C:14]=4[CH:13]=3)[C:6]=2[CH:5]=[CH:4][CH:3]=1.[O:32]1[C:37]2[CH:38]=[CH:39][CH:40]=[CH:41][C:36]=2[NH:35][CH2:34][CH2:33]1.C(=O)([O-])[O-].[Cs+].[Cs+]. Given the product [O:32]1[C:37]2[CH:38]=[CH:39][CH:40]=[CH:41][C:36]=2[N:35]([C:2]2[C:10]3[O:9][CH2:8][C@@H:7]([N:11]([C:26](=[O:31])[C:27]([F:30])([F:29])[F:28])[C:12]4[CH:25]=[CH:24][C:15]5[C@H:16]([CH2:19][C:20]([O:22][CH3:23])=[O:21])[CH2:17][O:18][C:14]=5[CH:13]=4)[C:6]=3[CH:5]=[CH:4][CH:3]=2)[CH2:34][CH2:33]1, predict the reactants needed to synthesize it. (3) Given the product [CH3:1][O:2][C:3](=[O:38])[C:4]1[CH:9]=[CH:8][C:7]([CH2:10][N:11]2[CH:15]=[C:14]([C:16]3[CH:21]=[CH:20][C:19]([Cl:22])=[CH:18][C:17]=3[Cl:23])[N:13]=[C:12]2[CH2:24][C:25]2[CH:30]=[CH:29][C:28]([C:31]3[CH:36]=[CH:35][CH:34]=[C:33]([NH:37][S:41]([CH2:39][CH3:40])(=[O:43])=[O:42])[CH:32]=3)=[CH:27][CH:26]=2)=[CH:6][CH:5]=1, predict the reactants needed to synthesize it. The reactants are: [CH3:1][O:2][C:3](=[O:38])[C:4]1[CH:9]=[CH:8][C:7]([CH2:10][N:11]2[CH:15]=[C:14]([C:16]3[CH:21]=[CH:20][C:19]([Cl:22])=[CH:18][C:17]=3[Cl:23])[N:13]=[C:12]2[CH2:24][C:25]2[CH:30]=[CH:29][C:28]([C:31]3[CH:36]=[CH:35][CH:34]=[C:33]([NH2:37])[CH:32]=3)=[CH:27][CH:26]=2)=[CH:6][CH:5]=1.[CH2:39]([S:41](Cl)(=[O:43])=[O:42])[CH3:40].